Dataset: Experimentally validated miRNA-target interactions with 360,000+ pairs, plus equal number of negative samples. Task: Binary Classification. Given a miRNA mature sequence and a target amino acid sequence, predict their likelihood of interaction. (1) The miRNA is hsa-miR-423-5p with sequence UGAGGGGCAGAGAGCGAGACUUU. The protein sequence of the target gene is MKFLAVLLAAGMLAFLGAVICIIASVPLAASPARALPGGADNASVASGAAASPGPQRSLSALHGAGGSAGPPALPGAPAASAHPLPPGPLFSRFLCTPLAAACPSGAQQGDAAGAAPGEREELLLLQSTAEQLRQTALQQEARIRADQDTIRELTGKLGRCESGLPRGLQGAGPRRDTMADGPWDSPALILELEDAVRALRDRIDRLEQELPARVNLSAAPAPVSAVPTGLHSKMDQLEGQLLAQVLALEKERVALSHSSRRQRQEVEKELDVLQGRVAELEHGSSAYSPPDAFKISIPI.... Result: 1 (interaction). (2) The miRNA is hsa-miR-2054 with sequence CUGUAAUAUAAAUUUAAUUUAUU. The protein sequence of the target gene is MVFFTCNACGESVKKIQVEKHVSVCRNCECLSCIDCGKDFWGDDYKNHVKCISEDQKYGGKGYEGKTHKGDIKQQAWIQKISELIKRPNVSPKVRELLEQISAFDNVPRKKAKFQNWMKNSLKVHNESILDQVWNIFSEASNSEPVNKEQDQRPLHPVANPHAEISTKVPASKVKDAVEQQGEVKKNKRERKEERQKKRKREKKELKLENHQENSRNQKPKKRKKGQEADLEAGGEEVPEANGSAGKRSKKKKQRKDSASEEEAHVGAGKRKRRHSEVETDSKKKKMKLPEHPEGGEPED.... Result: 0 (no interaction). (3) The miRNA is hsa-miR-1202 with sequence GUGCCAGCUGCAGUGGGGGAG. The protein sequence of the target gene is MASHEVDNAELGSASAHGTPGSEAGPEELNTSVYQPIDGSPDYQKAKLQVLGAIQILNAAMILALGVFLGSLQYPYHFQKHFFFFTFYTGYPIWGAVFFCSSGTLSVVAGIKPTRTWIQNSFGMNIASATIALVGTAFLSLNIAVNIQSLRSCHSSSESPDLCNYMGSISNGMVSLLLILTLLELCVTISTIAMWCNANCCNSREEISSPPNSV. Result: 0 (no interaction). (4) The miRNA is mmu-miR-7115-3p with sequence ACUUGGUCCCCUGCCCCCACAG. The protein sequence of the target gene is METPTPLPPVPASPTCNPAPRTIQIEFPQHSSSLLESLNRHRLEGKFCDVSLLVQGRELRAHKAVLAAASPYFHDKLLLGDAPRLTLPSVIEADAFEGLLQLIYSGRLRLPLDALPAHLLVASGLQMWQVVDQCSEILRELETSGGGISARGGNSYHALLSTTSSTGGWCIRSSPFQTPVQSSASTESPASTESPVGGEGSELGEVLQIQVEEEEEEEEDDDDEDQGSATLSQTPQPQRVSGVFPRPHGPHPLPMTATPRKLPEGESAPLELPAPPALPPKIFYIKQEPFEPKEEISGSG.... Result: 0 (no interaction). (5) The miRNA is mmu-miR-194-5p with sequence UGUAACAGCAACUCCAUGUGGA. The protein sequence of the target gene is MSFVESWRFAGARRRRQVTPGPATRPGYSDYTQGDSWGEGEGDEDEGCDQVARDLRAEFSARASSETKRAPLLPRVGDGSPVLPDKRNGIFPATAAKRTQARRWPIQALSILCSLLFAVLLAFLLAIAYMIVKELHAENLKNEDDIHTGLLGFWSLLIISLTAGLSCCSFSWTVTYFDSFEPGMFPPTPLSPARFKKLTGHSFHMGYSMAILNGIVAALTVAWCLM. Result: 1 (interaction).